This data is from Full USPTO retrosynthesis dataset with 1.9M reactions from patents (1976-2016). The task is: Predict the reactants needed to synthesize the given product. Given the product [CH2:1]([N:4]([CH2:16][CH2:17][CH3:18])[CH2:5][CH2:6][C:7]1[CH:12]=[CH:11][CH:10]=[CH:9][C:8]=1[CH2:13][C:14]([OH:20])=[O:24])[CH2:2][CH3:3], predict the reactants needed to synthesize it. The reactants are: [CH2:1]([N:4]([CH2:16][CH2:17][CH3:18])[CH2:5][CH2:6][C:7]1[CH:12]=[CH:11][CH:10]=[CH:9][C:8]=1[CH2:13][C:14]#N)[CH2:2][CH3:3].S(=O)(=O)(O)[OH:20].[OH-:24].[Na+].